From a dataset of Forward reaction prediction with 1.9M reactions from USPTO patents (1976-2016). Predict the product of the given reaction. (1) Given the reactants [CH:1]1([S:6][CH:7]([C:11]2[CH:16]=[CH:15][CH:14]=[C:13]([Cl:17])[CH:12]=2)[C:8]([OH:10])=O)[CH2:5][CH2:4][CH2:3][CH2:2]1.[NH2:18][C:19]1[CH:24]=[CH:23][CH:22]=[CH:21][N:20]=1, predict the reaction product. The product is: [CH:1]1([S:6][CH:7]([C:11]2[CH:16]=[CH:15][CH:14]=[C:13]([Cl:17])[CH:12]=2)[C:8]([NH:18][C:19]2[CH:24]=[CH:23][CH:22]=[CH:21][N:20]=2)=[O:10])[CH2:2][CH2:3][CH2:4][CH2:5]1. (2) Given the reactants [Cl:1][C:2]1[C:7]2[N:8]=[C:9]([C:11]3[C:20](=[O:21])[O:19][C:18]4[CH:17]=[C:16]([N:22]5[CH2:27][CH2:26][N:25](C(OC(C)(C)C)=O)[CH2:24][CH2:23]5)[N:15]=[CH:14][C:13]=4[CH:12]=3)[S:10][C:6]=2[CH:5]=[CH:4][CH:3]=1.Cl, predict the reaction product. The product is: [ClH:1].[Cl:1][C:2]1[C:7]2[N:8]=[C:9]([C:11]3[C:20](=[O:21])[O:19][C:18]4[CH:17]=[C:16]([N:22]5[CH2:27][CH2:26][NH:25][CH2:24][CH2:23]5)[N:15]=[CH:14][C:13]=4[CH:12]=3)[S:10][C:6]=2[CH:5]=[CH:4][CH:3]=1. (3) Given the reactants [NH:1]([C:11]([O:13][CH2:14][CH:15]1[C:27]2[C:22](=[CH:23][CH:24]=[CH:25][CH:26]=2)[C:21]2[C:16]1=[CH:17][CH:18]=[CH:19][CH:20]=2)=[O:12])[C@H:2]([C:8]([OH:10])=[O:9])[CH2:3][CH2:4][CH2:5][CH2:6][NH2:7].Cl.[CH3:29][N:30]1[CH:34]=[CH:33][N:32]=[C:31]1[CH:35]=O.[BH-](O[C:47]([CH3:49])=O)(OC(C)=O)OC(C)=O.[Na+].O, predict the reaction product. The product is: [CH:17]1[C:16]2[CH:15]([CH2:14][O:13][C:11]([NH:1][C@@H:2]([CH2:3][CH2:4][CH2:5][CH2:6][N:7]([CH2:35][C:31]3[N:30]([CH3:29])[CH:47]=[CH:49][N:32]=3)[CH2:35][C:31]3[N:30]([CH3:29])[CH:34]=[CH:33][N:32]=3)[C:8]([OH:10])=[O:9])=[O:12])[C:27]3[C:22](=[CH:23][CH:24]=[CH:25][CH:26]=3)[C:21]=2[CH:20]=[CH:19][CH:18]=1. (4) Given the reactants [CH3:1][C:2]1[CH:7]=[CH:6][C:5]([S:8]([NH:11][CH:12]2[CH2:15][CH:14]([O:16][C:17]3[C:22]([C:23]4[CH2:28][CH2:27][N:26]([C:29]([O:31][C:32]([CH3:35])([CH3:34])[CH3:33])=[O:30])[CH2:25][CH:24]=4)=[CH:21][CH:20]=[CH:19][N:18]=3)[CH2:13]2)(=[O:10])=[O:9])=[CH:4][CH:3]=1, predict the reaction product. The product is: [CH3:1][C:2]1[CH:3]=[CH:4][C:5]([S:8]([NH:11][CH:12]2[CH2:15][CH:14]([O:16][C:17]3[C:22]([CH:23]4[CH2:24][CH2:25][N:26]([C:29]([O:31][C:32]([CH3:35])([CH3:34])[CH3:33])=[O:30])[CH2:27][CH2:28]4)=[CH:21][CH:20]=[CH:19][N:18]=3)[CH2:13]2)(=[O:9])=[O:10])=[CH:6][CH:7]=1. (5) Given the reactants C[O:2][C:3]([C:5]1[C:10]([NH2:11])=[N:9][C:8]([NH2:12])=[C:7]([Cl:13])[N:6]=1)=[O:4].[OH-].[Na+].Cl, predict the reaction product. The product is: [NH2:11][C:10]1[C:5]([C:3]([OH:4])=[O:2])=[N:6][C:7]([Cl:13])=[C:8]([NH2:12])[N:9]=1. (6) Given the reactants [CH3:1][C:2]1[C:3]([CH2:9][N:10]([CH2:16][C:17]2[C:26]3[C:21](=[CH:22][CH:23]=[CH:24][CH:25]=3)[CH:20]=[CH:19][N:18]=2)[CH2:11][CH2:12][CH2:13][CH2:14][NH2:15])=[N:4][CH:5]=[C:6]([CH3:8])[CH:7]=1.CCN(C(C)C)C(C)C.[NH:36]1[CH:40]=[CH:39][N:38]=[C:37]1[NH:41][C:42](N1C=CN=C1)=[O:43], predict the reaction product. The product is: [CH3:1][C:2]1[C:3]([CH2:9][N:10]([CH2:16][C:17]2[C:26]3[C:21](=[CH:22][CH:23]=[CH:24][CH:25]=3)[CH:20]=[CH:19][N:18]=2)[CH2:11][CH2:12][CH2:13][CH2:14][NH:15][C:42]([NH:41][C:37]2[NH:36][CH:40]=[CH:39][N:38]=2)=[O:43])=[N:4][CH:5]=[C:6]([CH3:8])[CH:7]=1.